Dataset: Catalyst prediction with 721,799 reactions and 888 catalyst types from USPTO. Task: Predict which catalyst facilitates the given reaction. (1) Reactant: Br[C:2]1[CH:7]=[CH:6][C:5]([O:8][CH:9]2[CH2:14][CH2:13][CH2:12][CH2:11][CH2:10]2)=[CH:4][CH:3]=1.[CH:15]1([C:19]([CH3:21])=[O:20])[CH2:18][CH2:17][CH2:16]1.C1C=CC(P(C2C=CC3C(=CC=CC=3)C=2C2C3C(=CC=CC=3)C=CC=2P(C2C=CC=CC=2)C2C=CC=CC=2)C2C=CC=CC=2)=CC=1.CC(C)([O-])C.[K+]. Product: [CH:15]1([C:19](=[O:20])[CH2:21][C:2]2[CH:7]=[CH:6][C:5]([O:8][CH:9]3[CH2:14][CH2:13][CH2:12][CH2:11][CH2:10]3)=[CH:4][CH:3]=2)[CH2:18][CH2:17][CH2:16]1. The catalyst class is: 110. (2) Reactant: [NH2:1][C:2]1[CH:3]=[CH:4][C:5]([CH3:19])=[C:6]([C:8]2[CH:13]=[CH:12][C:11]([C:14](=[O:17])[CH2:15][CH3:16])=[CH:10][C:9]=2[CH3:18])[CH:7]=1.C(N(CC)CC)C.[C:27](O[C:27]([O:29][C:30]([CH3:33])([CH3:32])[CH3:31])=[O:28])([O:29][C:30]([CH3:33])([CH3:32])[CH3:31])=[O:28].O. Product: [CH3:19][C:5]1[C:6]([C:8]2[CH:13]=[CH:12][C:11]([C:14](=[O:17])[CH2:15][CH3:16])=[CH:10][C:9]=2[CH3:18])=[CH:7][C:2]([NH:1][C:27](=[O:28])[O:29][C:30]([CH3:33])([CH3:32])[CH3:31])=[CH:3][CH:4]=1. The catalyst class is: 4. (3) Reactant: [NH:1]1[CH2:5][CH2:4][CH:3]([OH:6])[CH2:2]1.CCN(C(C)C)C(C)C.[Cl:16][C:17](Cl)([O:19]C(=O)OC(Cl)(Cl)Cl)Cl. Product: [OH:6][CH:3]1[CH2:4][CH2:5][N:1]([C:17]([Cl:16])=[O:19])[CH2:2]1. The catalyst class is: 1. (4) Reactant: [BH4-].[Na+].[CH3:3][O:4][C:5]1[CH:10]=[CH:9][C:8]([C:11]2[C:12]([CH:23]=[O:24])=[C:13]([CH3:22])[O:14][C:15]=2[C:16]2[CH:21]=[CH:20][CH:19]=[CH:18][CH:17]=2)=[CH:7][CH:6]=1.O. Product: [CH3:3][O:4][C:5]1[CH:6]=[CH:7][C:8]([C:11]2[C:12]([CH2:23][OH:24])=[C:13]([CH3:22])[O:14][C:15]=2[C:16]2[CH:21]=[CH:20][CH:19]=[CH:18][CH:17]=2)=[CH:9][CH:10]=1. The catalyst class is: 8. (5) Reactant: C(N(CC)CC)C.ClC(OCC(C)C)=O.[C:16]([O:20][C:21]([NH:23][C:24]1([C:30](O)=[O:31])[CH2:29][CH2:28][CH2:27][CH2:26][CH2:25]1)=[O:22])([CH3:19])([CH3:18])[CH3:17].[BH4-].[Na+]. Product: [C:16]([O:20][C:21](=[O:22])[NH:23][C:24]1([CH2:30][OH:31])[CH2:29][CH2:28][CH2:27][CH2:26][CH2:25]1)([CH3:19])([CH3:17])[CH3:18]. The catalyst class is: 253. (6) Reactant: [CH3:1][C:2]1[CH:6]=[C:5]([NH:7][C:8]2[C:9]3[CH:10]=[N:11][NH:12][C:13]=3[CH:14]=[CH:15][CH:16]=2)[N:4]([C:17]2[CH:22]=[C:21]([S:23][CH3:24])[N:20]=[C:19]([CH3:25])[N:18]=2)[N:3]=1.ClC1C=C(C=CC=1)C(OO)=[O:31]. Product: [CH3:1][C:2]1[CH:6]=[C:5]([NH:7][C:8]2[C:9]3[CH:10]=[N:11][NH:12][C:13]=3[CH:14]=[CH:15][CH:16]=2)[N:4]([C:17]2[CH:22]=[C:21]([S:23]([CH3:24])=[O:31])[N:20]=[C:19]([CH3:25])[N:18]=2)[N:3]=1. The catalyst class is: 59. (7) Reactant: [CH3:1][C:2]([O:41][CH2:42][C@@H:43]1[CH2:45][O:44]1)([CH3:40])[CH2:3][N:4]1[CH:8]=[CH:7][C:6]([NH:9][C:10]([CH:12]2[CH:16]([C:17]3[CH:22]=[CH:21][CH:20]=[C:19]([Cl:23])[C:18]=3[F:24])[C:15]([C:27]3[CH:32]=[CH:31][C:30]([Cl:33])=[CH:29][C:28]=3[F:34])([C:25]#[N:26])[CH:14]([CH2:35][C:36]([CH3:39])([CH3:38])[CH3:37])[NH:13]2)=[O:11])=[N:5]1.C(O)(C)C.[OH-].[NH4+:51]. Product: [NH2:51][CH2:45][C@H:43]([OH:44])[CH2:42][O:41][C:2]([CH3:1])([CH3:40])[CH2:3][N:4]1[CH:8]=[CH:7][C:6]([NH:9][C:10]([CH:12]2[CH:16]([C:17]3[CH:22]=[CH:21][CH:20]=[C:19]([Cl:23])[C:18]=3[F:24])[C:15]([C:27]3[CH:32]=[CH:31][C:30]([Cl:33])=[CH:29][C:28]=3[F:34])([C:25]#[N:26])[CH:14]([CH2:35][C:36]([CH3:38])([CH3:39])[CH3:37])[NH:13]2)=[O:11])=[N:5]1. The catalyst class is: 2.